Dataset: Full USPTO retrosynthesis dataset with 1.9M reactions from patents (1976-2016). Task: Predict the reactants needed to synthesize the given product. (1) Given the product [CH3:7][O:6][C:4](=[O:5])[C:3]1[CH:8]=[C:9]([OH:12])[CH:10]=[CH:11][C:2]=1[Br:1], predict the reactants needed to synthesize it. The reactants are: [Br:1][C:2]1[CH:11]=[CH:10][C:9]([O:12]C)=[CH:8][C:3]=1[C:4]([O:6][CH3:7])=[O:5].B(Br)(Br)Br.CC(=O)OCC. (2) Given the product [C:15]1([C:13]2([C:12]([F:21])([F:22])[F:11])[O:14][CH:1]3[C:10]4[C:5]([CH:4]=[CH:3][N:2]3[C:30]3[CH:31]=[CH:32][CH:33]=[CH:34][C:29]2=3)=[CH:6][CH:7]=[CH:8][CH:9]=4)[CH:20]=[CH:19][CH:18]=[CH:17][CH:16]=1, predict the reactants needed to synthesize it. The reactants are: [CH:1]1[C:10]2[C:5](=[CH:6][CH:7]=[CH:8][CH:9]=2)[CH:4]=[CH:3][N:2]=1.[F:11][C:12]([F:22])([F:21])[C:13]([C:15]1[CH:20]=[CH:19][CH:18]=[CH:17][CH:16]=1)=[O:14].FC(F)(F)S(O[C:29]1[CH:34]=[CH:33][CH:32]=[CH:31][C:30]=1[Si](C)(C)C)(=O)=O.[F-].[K+].O1CCOCCOCCOCCOCCOCC1. (3) Given the product [CH2:77]([N:47]([CH2:43][CH2:44][CH2:45][CH3:46])[C:48]([C:50]1[N:51]=[C:52]([C:55]2[CH:64]=[CH:63][C:58]([C:59]([O:61][CH3:62])=[O:60])=[CH:57][C:56]=2[C:65]([N:67]2[CH2:76][CH2:75][C:74]3[C:69](=[CH:70][CH:71]=[CH:72][CH:73]=3)[CH2:68]2)=[O:66])[N:53]([CH2:3][CH2:2][CH2:1][N:5]([CH3:39])[CH3:6])[CH:54]=1)=[O:49])[CH2:78][CH2:79][CH3:80], predict the reactants needed to synthesize it. The reactants are: [CH2:1]([N:5]([CH2:39]CCC)[C:6](C1N=C(C2C=CC(C(OC)=O)=CC=2[C:6]([N:5]2[CH2:1][CH2:2][C:3]3C(=CC=CC=3)[CH2:39]2)=O)N(CCCO)C=1)=O)[CH2:2][CH2:3]C.[CH2:43]([N:47]([CH2:77][CH2:78][CH2:79][CH3:80])[C:48]([C:50]1[N:51]=[C:52]([C:55]2[CH:64]=[CH:63][C:58]([C:59]([O:61][CH3:62])=[O:60])=[CH:57][C:56]=2[C:65]([N:67]2[CH2:76][CH2:75][C:74]3[C:69](=[CH:70][CH:71]=[CH:72][CH:73]=3)[CH2:68]2)=[O:66])[NH:53][CH:54]=1)=[O:49])[CH2:44][CH2:45][CH3:46].BrCCCN(C)C. (4) Given the product [CH:18]1([O:17][C:3]2[C:2]([C:30]3[CH:31]=[N:32][N:33]([CH:35]4[CH2:40][CH2:39][N:38]([CH3:41])[CH2:37][CH2:36]4)[CH:34]=3)=[CH:11][CH:10]=[C:9]3[C:4]=2[CH2:5][CH2:6][C@H:7]([CH3:16])[N:8]3[C:12]([O:14][CH3:15])=[O:13])[CH2:21][CH2:20][CH2:19]1, predict the reactants needed to synthesize it. The reactants are: Br[C:2]1[C:3]([O:17][CH:18]2[CH2:21][CH2:20][CH2:19]2)=[C:4]2[C:9](=[CH:10][CH:11]=1)[N:8]([C:12]([O:14][CH3:15])=[O:13])[C@@H:7]([CH3:16])[CH2:6][CH2:5]2.CC1(C)C(C)(C)OB([C:30]2[CH:31]=[N:32][N:33]([CH:35]3[CH2:40][CH2:39][N:38]([C:41](OC(C)(C)C)=O)[CH2:37][CH2:36]3)[CH:34]=2)O1. (5) Given the product [CH2:1]([O:3][C:4](=[O:20])[C:5]([CH3:7])([O:8][C:9]1[CH:18]=[C:17]([O:19][CH2:29][CH2:28][C:27]2[C:22]([CH3:21])=[N:23][C:24]([C:31]3[CH:36]=[CH:35][C:34]([C:37]([F:40])([F:38])[F:39])=[CH:33][CH:32]=3)=[CH:25][CH:26]=2)[C:16]2[C:11](=[CH:12][CH:13]=[CH:14][CH:15]=2)[CH:10]=1)[CH3:6])[CH3:2], predict the reactants needed to synthesize it. The reactants are: [CH2:1]([O:3][C:4](=[O:20])[C:5]([O:8][C:9]1[CH:18]=[C:17]([OH:19])[C:16]2[C:11](=[CH:12][CH:13]=[CH:14][CH:15]=2)[CH:10]=1)([CH3:7])[CH3:6])[CH3:2].[CH3:21][C:22]1[C:27]([CH2:28][CH2:29]O)=[CH:26][CH:25]=[C:24]([C:31]2[CH:36]=[CH:35][C:34]([C:37]([F:40])([F:39])[F:38])=[CH:33][CH:32]=2)[N:23]=1. (6) Given the product [OH:8][N:9]1[C:14]2[N:15]=[CH:16][N:17]=[C:18]([CH3:19])[C:13]=2[C:12]([NH:20][CH2:21][C:22]2[CH:23]=[CH:24][C:25]([NH:28][S:29]([C:32]3[CH:33]=[CH:34][CH:35]=[CH:36][CH:37]=3)(=[O:31])=[O:30])=[CH:26][CH:27]=2)=[CH:11][C:10]1=[O:38], predict the reactants needed to synthesize it. The reactants are: C([O:8][N:9]1[C:14]2[N:15]=[CH:16][N:17]=[C:18]([CH3:19])[C:13]=2[C:12]([NH:20][CH2:21][C:22]2[CH:27]=[CH:26][C:25]([NH:28][S:29]([C:32]3[CH:37]=[CH:36][CH:35]=[CH:34][CH:33]=3)(=[O:31])=[O:30])=[CH:24][CH:23]=2)=[CH:11][C:10]1=[O:38])C1C=CC=CC=1.CO.[H][H]. (7) Given the product [F:1][C:2]1[C:11]([F:12])=[CH:10][C:9]([CH:13]2[C:27]([C:28](=[O:34])[CH2:29][CH2:30][CH:31]([CH3:32])[CH3:33])=[C:25]([CH3:26])[NH:24][C:20]([CH3:21])=[C:19]2[C:17]#[N:18])=[C:8]2[C:3]=1[C:4](=[O:16])[CH:5]=[C:6]([CH3:15])[O:7]2, predict the reactants needed to synthesize it. The reactants are: [F:1][C:2]1[C:11]([F:12])=[CH:10][C:9]([CH:13]=O)=[C:8]2[C:3]=1[C:4](=[O:16])[CH:5]=[C:6]([CH3:15])[O:7]2.[C:17]([CH:19]=[C:20]([O-])[CH3:21])#[N:18].[Na+].[NH2:24][C:25](=[CH:27][C:28](=[O:34])[CH2:29][CH2:30][CH:31]([CH3:33])[CH3:32])[CH3:26].C(O)(=O)C.